This data is from Reaction yield outcomes from USPTO patents with 853,638 reactions. The task is: Predict the reaction yield, written as a fraction of the theoretical maximum amount of product (1.0 means a 100% yield; for example, 0.34 means a 34% yield). (1) The reactants are NC1[S:3][C:4]2[CH:10]=[C:9]([CH3:11])[CH:8]=[CH:7][C:5]=2[N:6]=1.C(O)CO.[OH-].[K+].C1(C)C=CC=CC=1. The catalyst is C(O)(=O)C. The product is [CH3:11][C:9]1[CH:8]=[CH:7][C:5]([NH2:6])=[C:4]([SH:3])[CH:10]=1. The yield is 0.860. (2) The reactants are Cl[C:2]1[N:7]=[N:6][C:5]([N:8]2[CH:12]([OH:13])[CH2:11][N:10]([CH3:14])[C:9]2=[O:15])=[CH:4][C:3]=1[C:16]([F:19])([F:18])[F:17].C([O-])=O.[Na+]. The catalyst is C(#N)C.O.CC([O-])=O.CC([O-])=O.[Pd+2]. The product is [OH:13][CH:12]1[CH2:11][N:10]([CH3:14])[C:9](=[O:15])[N:8]1[C:5]1[N:6]=[N:7][CH:2]=[C:3]([C:16]([F:19])([F:18])[F:17])[CH:4]=1. The yield is 0.710. (3) The reactants are [C:1]([C:4]1[CH:11]=[C:10]([Cl:12])[C:7]([C:8]#[N:9])=[C:6](I)[C:5]=1[O:14][CH2:15][CH3:16])(=[O:3])[CH3:2].[NH:17]1[CH2:21][CH2:20][CH2:19][CH2:18]1.C(=O)([O-])[O-].[Cs+].[Cs+]. The catalyst is CN(C)C=O.C(OCC)(=O)C. The product is [C:1]([C:4]1[CH:11]=[C:10]([Cl:12])[C:7]([C:8]#[N:9])=[C:6]([N:17]2[CH2:21][CH2:20][CH2:19][CH2:18]2)[C:5]=1[O:14][CH2:15][CH3:16])(=[O:3])[CH3:2]. The yield is 0.270.